The task is: Predict the product of the given reaction.. This data is from Forward reaction prediction with 1.9M reactions from USPTO patents (1976-2016). (1) Given the reactants [CH3:1][C:2]1[CH:3]=[N:4][C:5]2[CH:6]=[CH:7][CH:8]=[C:9]([CH:12]=O)[C:10]=2[CH:11]=1.[CH3:14][C:15]1[N:16]=[C:17]([CH2:20][C:21]([CH3:23])=O)[S:18][CH:19]=1.[NH2:24]/[C:25](/[CH3:29])=[CH:26]\[C:27]#[N:28], predict the reaction product. The product is: [CH3:29][C:25]1[NH:24][C:21]([CH3:23])=[C:20]([C:17]2[S:18][CH:19]=[C:15]([CH3:14])[N:16]=2)[CH:12]([C:9]2[CH:8]=[CH:7][CH:6]=[C:5]3[C:10]=2[CH:11]=[C:2]([CH3:1])[CH:3]=[N:4]3)[C:26]=1[C:27]#[N:28]. (2) The product is: [Br:17][C:2]1[CH:3]=[CH:18][C:5]2[N:9]([CH:8]=[C:7]([NH2:10])[N:6]=2)[CH:1]=1. Given the reactants [CH2:1]1[N:9]2[C:5](=[N:6][C:7]([NH:10]C(C(F)(F)F)=O)=[CH:8]2)O[CH:3]=[C:2]1[Br:17].[CH2:18]1COCC1.CO.C(=O)([O-])[O-].[K+].[K+], predict the reaction product. (3) Given the reactants [F:1][C:2]([F:40])([F:39])[C:3]1[CH:4]=[C:5]([C@H:13]([O:15][C@H:16]2[CH2:21][CH2:20][N:19]([C:22]([C@H:24]3[CH2:29][CH2:28][C@H:27]([C:30](O)=[O:31])[CH2:26][CH2:25]3)=[O:23])[CH2:18][C@H:17]2[C:33]2[CH:38]=[CH:37][CH:36]=[CH:35][CH:34]=2)[CH3:14])[CH:6]=[C:7]([C:9]([F:12])([F:11])[F:10])[CH:8]=1.[NH:41]1[CH2:45][CH2:44][CH2:43][CH2:42]1, predict the reaction product. The product is: [F:11][C:9]([F:10])([F:12])[C:7]1[CH:6]=[C:5]([C@H:13]([O:15][C@H:16]2[CH2:21][CH2:20][N:19]([C:22]([C@H:24]3[CH2:25][CH2:26][C@H:27]([C:30]([N:41]4[CH2:45][CH2:44][CH2:43][CH2:42]4)=[O:31])[CH2:28][CH2:29]3)=[O:23])[CH2:18][C@H:17]2[C:33]2[CH:34]=[CH:35][CH:36]=[CH:37][CH:38]=2)[CH3:14])[CH:4]=[C:3]([C:2]([F:1])([F:40])[F:39])[CH:8]=1. (4) Given the reactants [F:1][C:2]1[CH:7]=[CH:6][CH:5]=[CH:4][C:3]=1[CH2:8][CH2:9][C:10]([CH:12]1C(=O)O[C:15](C)([CH3:19])[O:14][C:13]1=[O:21])=[O:11], predict the reaction product. The product is: [CH2:15]([O:14][C:13](=[O:21])[CH2:12][C:10](=[O:11])[CH2:9][CH2:8][C:3]1[CH:4]=[CH:5][CH:6]=[CH:7][C:2]=1[F:1])[CH3:19]. (5) Given the reactants [C:1]([O:5][C:6]([N:8]1[CH2:13][CH2:12][N:11]([C:14]([C:16]2[N:24]3[C:19]([CH:20]=[CH:21][CH:22]=[CH:23]3)=[C:18]([C:25]3[CH:30]=[CH:29][CH:28]=[CH:27][CH:26]=3)[C:17]=2[CH2:31][C:32]2[CH:37]=[CH:36][CH:35]=[C:34]([F:38])[C:33]=2[CH3:39])=[O:15])[CH2:10][C@@H:9]1[CH2:40][C:41]([O:43]C)=[O:42])=[O:7])([CH3:4])([CH3:3])[CH3:2].[OH-].[Li+], predict the reaction product. The product is: [C:1]([O:5][C:6]([N:8]1[CH2:13][CH2:12][N:11]([C:14]([C:16]2[N:24]3[C:19]([CH:20]=[CH:21][CH:22]=[CH:23]3)=[C:18]([C:25]3[CH:30]=[CH:29][CH:28]=[CH:27][CH:26]=3)[C:17]=2[CH2:31][C:32]2[CH:37]=[CH:36][CH:35]=[C:34]([F:38])[C:33]=2[CH3:39])=[O:15])[CH2:10][C@@H:9]1[CH2:40][C:41]([OH:43])=[O:42])=[O:7])([CH3:4])([CH3:2])[CH3:3]. (6) Given the reactants [C:1]([NH:5][C:6]1[N:11]=[C:10]([C:12]#[C:13][Si](C)(C)C)[CH:9]=[CH:8][N:7]=1)([CH3:4])([CH3:3])[CH3:2].[OH-].[K+], predict the reaction product. The product is: [C:1]([NH:5][C:6]1[N:11]=[C:10]([C:12]#[CH:13])[CH:9]=[CH:8][N:7]=1)([CH3:4])([CH3:3])[CH3:2]. (7) Given the reactants [CH:1]([C:3]1[NH:7][C:6]([CH3:8])=[C:5]([CH2:9][CH2:10][C:11]([OH:13])=O)[C:4]=1[CH3:14])=[O:2].[CH3:15][N:16]1[CH2:21][CH2:20][NH:19][CH2:18][CH2:17]1, predict the reaction product. The product is: [CH3:14][C:4]1[C:5]([CH2:9][CH2:10][C:11]([N:19]2[CH2:20][CH2:21][N:16]([CH3:15])[CH2:17][CH2:18]2)=[O:13])=[C:6]([CH3:8])[NH:7][C:3]=1[CH:1]=[O:2]. (8) Given the reactants C[O:2][C:3](=[O:22])[C:4]1[CH:16]=[C:15]([C:17](=[O:21])[C:18]([CH3:20])=[CH2:19])[CH:14]=[C:6]([C:7]([N:9]([CH3:13])[CH2:10][CH2:11][CH3:12])=[O:8])[CH:5]=1.[OH-].[Na+], predict the reaction product. The product is: [CH3:13][N:9]([CH2:10][CH2:11][CH3:12])[C:7](=[O:8])[C:6]1[CH:5]=[C:4]([CH:16]=[C:15]([C:17](=[O:21])[C:18]([CH3:20])=[CH2:19])[CH:14]=1)[C:3]([OH:22])=[O:2].